From a dataset of Reaction yield outcomes from USPTO patents with 853,638 reactions. Predict the reaction yield, written as a fraction of the theoretical maximum amount of product (1.0 means a 100% yield; for example, 0.34 means a 34% yield). The reactants are [O:1]1[C:5]2[CH:6]=[CH:7][C:8]([CH2:10][C:11]3O[C:13](=O)[C:14]4[C:20]([F:21])=[CH:19][C:18]([N:22]5[CH2:27][CH2:26][N:25]([CH3:28])[CH2:24][CH2:23]5)=[CH:17][C:15]=4[N:16]=3)=[CH:9][C:4]=2[O:3][CH2:2]1.C(=O)(O)O.[NH2:34][NH:35][C:36]([NH2:38])=[NH:37]. The catalyst is N1C=CC=CC=1.O. The product is [O:1]1[C:5]2[CH:6]=[CH:7][C:8]([CH2:10][C:11]3[N:34]4[N:35]=[C:36]([NH2:38])[N:37]=[C:13]4[C:14]4[C:20]([F:21])=[CH:19][C:18]([N:22]5[CH2:23][CH2:24][N:25]([CH3:28])[CH2:26][CH2:27]5)=[CH:17][C:15]=4[N:16]=3)=[CH:9][C:4]=2[O:3][CH2:2]1. The yield is 0.460.